From a dataset of Forward reaction prediction with 1.9M reactions from USPTO patents (1976-2016). Predict the product of the given reaction. (1) Given the reactants Br[C:2]1[S:3][CH:4]=[C:5]([C:7]([F:10])([F:9])[F:8])[N:6]=1.C(OC(=O)[NH:17][C@@H:18]1[CH2:22][CH2:21][N:20](C2C(C(F)(F)F)=CC=CN=2)[CH2:19]1)(C)(C)C.FC(F)(F)C1C(N2CC[C@@H](N)C2)=NC=CC=1, predict the reaction product. The product is: [F:8][C:7]([F:10])([F:9])[C:5]1[N:6]=[C:2]([N:20]2[CH2:21][CH2:22][C@@H:18]([NH2:17])[CH2:19]2)[S:3][CH:4]=1. (2) Given the reactants [CH3:1][S:2][CH2:3][C:4]1[NH:8][C:7](=[O:9])[C:6]2([CH2:14][CH2:13][NH:12][CH2:11][CH2:10]2)[N:5]=1.[NH2:15][C:16]1[S:20][C:19]2[CH:21]=[CH:22][CH:23]=[CH:24][C:18]=2[C:17]=1[C:25](O)=[O:26].C(Cl)CCl.C1C=CC2N(O)N=NC=2C=1.CCN(CC)CC, predict the reaction product. The product is: [NH2:15][C:16]1[S:20][C:19]2[CH:21]=[CH:22][CH:23]=[CH:24][C:18]=2[C:17]=1[C:25]([N:12]1[CH2:13][CH2:14][C:6]2([N:5]=[C:4]([CH2:3][S:2][CH3:1])[NH:8][C:7]2=[O:9])[CH2:10][CH2:11]1)=[O:26]. (3) The product is: [CH:16]1([CH2:15][NH:10][C:8]2[S:9][C:5]3[CH:4]=[C:3]([O:12][CH3:13])[C:2]([F:1])=[CH:11][C:6]=3[N:7]=2)[CH2:21][CH2:20][CH2:19][CH2:18][CH2:17]1. Given the reactants [F:1][C:2]1[C:3]([O:12][CH3:13])=[CH:4][C:5]2[S:9][C:8]([NH2:10])=[N:7][C:6]=2[CH:11]=1.Br[CH2:15][CH:16]1[CH2:21][CH2:20][CH2:19][CH2:18][CH2:17]1.C(=O)([O-])[O-].[K+].[K+], predict the reaction product. (4) Given the reactants Br[C:2]1[C:3]([N+:8]([O-:10])=[O:9])=[N:4][CH:5]=[CH:6][N:7]=1.C([O-])([O-])=O.[K+].[K+].[CH3:17][N:18]1[CH2:23][CH2:22][NH:21][CH2:20][CH2:19]1, predict the reaction product. The product is: [CH3:17][N:18]1[CH2:23][CH2:22][N:21]([C:6]2[CH:5]=[N:4][C:3]([N+:8]([O-:10])=[O:9])=[CH:2][N:7]=2)[CH2:20][CH2:19]1. (5) Given the reactants C[O-:2].[Mg+2].C[O-].C[C:7]1[O:14][C:12](=O)[CH:11]([C:15]([CH3:17])=[O:16])[C:9](=[O:10])[CH:8]=1, predict the reaction product. The product is: [O:10]=[C:9]([CH2:11][C:15](=[O:16])[CH3:17])[CH2:8][C:7]([O:14][CH3:12])=[O:2]. (6) The product is: [OH:26][CH2:27][C:28]1[C:29]2[C:33]([CH:34]=[CH:35][CH:36]=1)=[N:32][N:31]([C:37]1[CH:38]=[CH:39][C:40]([C:41]#[N:42])=[CH:43][CH:44]=1)[CH:30]=2. Given the reactants CCCC[N+](CCCC)(CCCC)CCCC.[F-].[Si]([O:26][CH2:27][C:28]1[C:29]2[C:33]([CH:34]=[CH:35][CH:36]=1)=[N:32][N:31]([C:37]1[CH:44]=[CH:43][C:40]([C:41]#[N:42])=[CH:39][CH:38]=1)[CH:30]=2)(C(C)(C)C)(C)C, predict the reaction product. (7) Given the reactants [NH2:1][C:2]1[CH:3]=[C:4]2[C:9](=[CH:10][CH:11]=1)[N:8]=[C:7]([C:12]1[CH:17]=[CH:16][C:15]3[O:18][CH2:19][O:20][C:14]=3[CH:13]=1)[N:6]=[CH:5]2.[K+].[Br-].[CH:23](Cl)(Cl)Cl.CO, predict the reaction product. The product is: [NH2:1][C:2]1[CH:3]=[C:4]2[C:9](=[CH:10][CH:11]=1)[N:8]=[C:7]([C:12]1[CH:17]=[CH:16][C:15]3[O:18][CH2:23][CH2:19][O:20][C:14]=3[CH:13]=1)[N:6]=[CH:5]2.